From a dataset of Forward reaction prediction with 1.9M reactions from USPTO patents (1976-2016). Predict the product of the given reaction. (1) Given the reactants Cl[C:2]([O:4][CH2:5][C:6]1[CH:11]=[CH:10][CH:9]=[CH:8][CH:7]=1)=[O:3].[CH3:12][O:13][C:14]([C@@:16]12[CH2:24][N:23](CC3C=CC=CC=3)[CH2:22][C@@H:21]1[CH2:20][CH2:19][CH2:18][CH2:17]2)=[O:15], predict the reaction product. The product is: [CH3:12][O:13][C:14]([C@@:16]12[CH2:24][N:23]([C:2]([O:4][CH2:5][C:6]3[CH:11]=[CH:10][CH:9]=[CH:8][CH:7]=3)=[O:3])[CH2:22][C@@H:21]1[CH2:20][CH2:19][CH2:18][CH2:17]2)=[O:15]. (2) Given the reactants [C:1]1([P:7]([C:32]2[CH:37]=[CH:36][CH:35]=[CH:34][CH:33]=2)([C:9]2[C:17]([CH3:18])=[C:16]3[C:12]([CH2:13][CH2:14][CH2:15]3)=[C:11]([CH3:19])[C:10]=2[C:20]2[C:29]3[C:24](=[CH:25][CH:26]=[CH:27][CH:28]=3)[CH:23]=[CH:22][C:21]=2[O:30][CH3:31])=O)[CH:6]=[CH:5][CH:4]=[CH:3][CH:2]=1.C(N(CC)CC)C.C1C2C(=CC=CC=2)C=CC=1.Cl[SiH](Cl)Cl.C(=O)(O)[O-].[Na+], predict the reaction product. The product is: [C:32]1([P:7]([C:1]2[CH:2]=[CH:3][CH:4]=[CH:5][CH:6]=2)[C:9]2[C:17]([CH3:18])=[C:16]3[C:12]([CH2:13][CH2:14][CH2:15]3)=[C:11]([CH3:19])[C:10]=2[C:20]2[C:29]3[C:24](=[CH:25][CH:26]=[CH:27][CH:28]=3)[CH:23]=[CH:22][C:21]=2[O:30][CH3:31])[CH:33]=[CH:34][CH:35]=[CH:36][CH:37]=1. (3) Given the reactants [NH2:1][C:2]1[CH:7]=[CH:6][C:5]([CH2:8][CH2:9][CH3:10])=[CH:4][N:3]=1.[CH2:11]([Mg]Cl)CCC, predict the reaction product. The product is: [NH2:1][C:2]1[CH:7]=[CH:6][C:5]([CH2:8][CH2:9][CH2:10][CH3:11])=[CH:4][N:3]=1. (4) The product is: [NH2:8][C:9]1[N:10]=[CH:11][C:12]([O:15][CH2:16][CH2:17][S:18][CH3:19])=[CH:13][N:14]=1. Given the reactants COC1C=CC(C[NH:8][C:9]2[N:14]=[CH:13][C:12]([O:15][CH2:16][CH2:17][S:18][CH3:19])=[CH:11][N:10]=2)=CC=1, predict the reaction product. (5) Given the reactants [Cl-:1].[NH4+:2].C[Al](C)C.[CH3:7][C@@H:8]([CH2:12][CH3:13])[CH2:9][C:10]#[N:11].CO, predict the reaction product. The product is: [ClH:1].[CH3:7][C@@H:8]([CH2:12][CH3:13])[CH2:9][C:10]([NH2:2])=[NH:11]. (6) The product is: [NH2:16][CH2:15][C:14]1[CH:27]=[CH:28][CH:29]=[CH:30][C:13]=1[CH2:12][O:11][C:10]1[CH:9]=[C:8]([CH3:31])[N:7]([CH2:32][C:33]2[CH:38]=[CH:37][C:36]([O:39][CH3:40])=[C:35]([Cl:41])[CH:34]=2)[C:6](=[O:42])[C:5]=1[Cl:4]. Given the reactants O.NN.[Cl:4][C:5]1[C:6](=[O:42])[N:7]([CH2:32][C:33]2[CH:38]=[CH:37][C:36]([O:39][CH3:40])=[C:35]([Cl:41])[CH:34]=2)[C:8]([CH3:31])=[CH:9][C:10]=1[O:11][CH2:12][C:13]1[CH:30]=[CH:29][CH:28]=[CH:27][C:14]=1[CH2:15][N:16]1C(=O)C2C(=CC=CC=2)C1=O, predict the reaction product.